From a dataset of Forward reaction prediction with 1.9M reactions from USPTO patents (1976-2016). Predict the product of the given reaction. Given the reactants [N+:1]([C:4]1[CH:5]=[CH:6][C:7]2[CH2:13][CH2:12][CH:11]([N:14]3[CH2:18][CH2:17][CH2:16][CH2:15]3)[CH2:10][CH2:9][C:8]=2[CH:19]=1)([O-])=O, predict the reaction product. The product is: [N:14]1([CH:11]2[CH2:10][CH2:9][C:8]3[CH:19]=[C:4]([NH2:1])[CH:5]=[CH:6][C:7]=3[CH2:13][CH2:12]2)[CH2:18][CH2:17][CH2:16][CH2:15]1.